Predict the product of the given reaction. From a dataset of Forward reaction prediction with 1.9M reactions from USPTO patents (1976-2016). (1) Given the reactants Cl.[NH2:2][C:3]1[C:11]([OH:12])=[C:10]2[C:6]([CH2:7][CH2:8][CH:9]2[CH2:13][CH2:14][NH:15][C:16](=[O:18])[CH3:17])=[CH:5][CH:4]=1.[C:19](Cl)(=[O:26])[C:20]1[CH:25]=[CH:24][CH:23]=[CH:22][CH:21]=1.O, predict the reaction product. The product is: [C:16]([NH:15][CH2:14][CH2:13][CH:9]1[C:10]2[C:6](=[CH:5][CH:4]=[C:3]([NH:2][C:19](=[O:26])[C:20]3[CH:25]=[CH:24][CH:23]=[CH:22][CH:21]=3)[C:11]=2[OH:12])[CH2:7][CH2:8]1)(=[O:18])[CH3:17]. (2) Given the reactants [CH3:1][O:2][C:3]1[CH:11]=[C:10]2[C:6]([CH2:7][N:8]([CH2:13][C@H:14]3[CH2:19][CH2:18][C@H:17]([C:20]([OH:22])=O)[CH2:16][CH2:15]3)[C:9]2=[O:12])=[CH:5][CH:4]=1.Cl.[CH3:24][NH:25][O:26][CH3:27].C1C=CC2N(O)N=NC=2C=1.CCN=C=NCCCN(C)C, predict the reaction product. The product is: [CH3:27][O:26][N:25]([CH3:24])[C:20]([C@H:17]1[CH2:16][CH2:15][C@H:14]([CH2:13][N:8]2[CH2:7][C:6]3[C:10](=[CH:11][C:3]([O:2][CH3:1])=[CH:4][CH:5]=3)[C:9]2=[O:12])[CH2:19][CH2:18]1)=[O:22]. (3) Given the reactants [C:1]([O:5][C:6]([NH:8][C@@H:9]1[CH2:11][C@H:10]1[C:12]1[CH:13]=[C:14]([C:18]([O:20]C)=[O:19])[S:15][C:16]=1[CH3:17])=[O:7])([CH3:4])([CH3:3])[CH3:2].[OH-].[Na+].O, predict the reaction product. The product is: [C:1]([O:5][C:6]([NH:8][C@@H:9]1[CH2:11][C@H:10]1[C:12]1[CH:13]=[C:14]([C:18]([OH:20])=[O:19])[S:15][C:16]=1[CH3:17])=[O:7])([CH3:4])([CH3:2])[CH3:3]. (4) Given the reactants [Br:1][C:2]1[C:11]2[O:10][CH:9]([C:12]3[CH:17]=[CH:16][CH:15]=[CH:14][CH:13]=3)[C:8](=[O:18])[N:7]([CH2:19][CH2:20][CH:21]=[O:22])[C:6]=2[CH:5]=[CH:4][CH:3]=1.CC(=CC)C.P([O-])(O)(O)=[O:29].[Na+].Cl([O-])=O.[Na+], predict the reaction product. The product is: [Br:1][C:2]1[C:11]2[O:10][CH:9]([C:12]3[CH:17]=[CH:16][CH:15]=[CH:14][CH:13]=3)[C:8](=[O:18])[N:7]([CH2:19][CH2:20][C:21]([OH:29])=[O:22])[C:6]=2[CH:5]=[CH:4][CH:3]=1.